From a dataset of Aqueous solubility values for 9,982 compounds from the AqSolDB database. Regression/Classification. Given a drug SMILES string, predict its absorption, distribution, metabolism, or excretion properties. Task type varies by dataset: regression for continuous measurements (e.g., permeability, clearance, half-life) or binary classification for categorical outcomes (e.g., BBB penetration, CYP inhibition). For this dataset (solubility_aqsoldb), we predict Y. (1) The drug is NS(=O)(=O)c1nnc(NS(=O)(=O)c2ccc([N+](=O)[O-])cc2)s1. The Y is -1.33 log mol/L. (2) The drug is CC(C)OC(=O)C(C(=O)OC(C)C)=C1SCCS1. The Y is -3.73 log mol/L. (3) The molecule is C1CNCCNCCNCCN1. The Y is -0.0310 log mol/L. (4) The compound is O=C(O)CC(O)(CC(=O)O)C(=O)O. The Y is 0.477 log mol/L.